Dataset: Full USPTO retrosynthesis dataset with 1.9M reactions from patents (1976-2016). Task: Predict the reactants needed to synthesize the given product. (1) Given the product [Cl:1][C:2]1[C:3]([O:21][CH3:22])=[C:4]([NH:20][CH:24]=[O:25])[C:5]([C:9]2[C:13]([Cl:14])=[C:12]([O:15][CH:16]([F:18])[F:17])[N:11]([CH3:19])[N:10]=2)=[C:6]([F:8])[CH:7]=1, predict the reactants needed to synthesize it. The reactants are: [Cl:1][C:2]1[C:3]([O:21][CH3:22])=[C:4]([NH2:20])[C:5]([C:9]2[C:13]([Cl:14])=[C:12]([O:15][CH:16]([F:18])[F:17])[N:11]([CH3:19])[N:10]=2)=[C:6]([F:8])[CH:7]=1.O.[CH:24](O)=[O:25]. (2) The reactants are: C(OC(C1C=C(C2C=CC(C[Br:19])=CC=2)C=CC=1)=O)C.[CH2:20]([O:22][C:23]([C:25]1[CH:26]=[C:27]([C:31]2[CH:36]=[CH:35][CH:34]=[CH:33][C:32]=2[CH3:37])[CH:28]=[CH:29][CH:30]=1)=[O:24])[CH3:21].BrN1C(=O)CCC1=O.N(C(C)(C)C#N)=NC(C)(C)C#N. Given the product [CH2:20]([O:22][C:23]([C:25]1[CH:26]=[C:27]([C:31]2[CH:36]=[CH:35][CH:34]=[CH:33][C:32]=2[CH2:37][Br:19])[CH:28]=[CH:29][CH:30]=1)=[O:24])[CH3:21], predict the reactants needed to synthesize it. (3) Given the product [ClH:52].[ClH:52].[CH3:26][N:23]1[C:24]2[CH:25]=[C:17]([N:9]3[CH:14]=[CH:13][C:12]([O:54][CH2:53][C:51]4[CH:50]=[N:49][C:45]([CH3:46])=[CH:40][CH:39]=4)=[CH:11][C:10]3=[O:15])[CH:18]=[CH:19][C:20]=2[C:21]2[CH:33]3[N:29]([CH2:28][CH2:27][C:22]1=2)[CH2:30][CH2:31][CH2:32]3, predict the reactants needed to synthesize it. The reactants are: C(O[N:9]1[CH:14]=[CH:13][CH:12]=[CH:11][C:10]1=[O:15])C1C=CC=CC=1.Br[C:17]1[CH:18]=[CH:19][C:20]2[C:21]3[CH:33]4[N:29]([CH2:30][CH2:31][CH2:32]4)[CH2:28][CH2:27][C:22]=3[N:23]([CH3:26])[C:24]=2[CH:25]=1.BrC1C=C2C([C:39]3[CH2:51][CH2:50][N:49]4[CH:45]([CH2:46]CC4)[C:40]=3N2C)=CC=1.[ClH:52].[CH3:53][OH:54]. (4) Given the product [CH3:30][C@H:28]1[O:29][C@@H:24]([CH3:23])[CH2:25][N:26]([CH2:21][C@:19]([OH:20])([CH3:22])[CH2:18][O:17][C:4]2[CH:5]=[CH:6][C:7]3[C:8]4[N:9]([CH2:14][CH2:15][N:16]=4)[C:10]([NH2:13])=[N:11][C:12]=3[C:3]=2[O:2][CH3:1])[CH2:27]1, predict the reactants needed to synthesize it. The reactants are: [CH3:1][O:2][C:3]1[C:12]2[N:11]=[C:10]([NH2:13])[N:9]3[CH2:14][CH2:15][N:16]=[C:8]3[C:7]=2[CH:6]=[CH:5][C:4]=1[O:17][CH2:18][C:19]1([CH3:22])[CH2:21][O:20]1.[CH3:23][C@H:24]1[O:29][C@@H:28]([CH3:30])[CH2:27][NH:26][CH2:25]1. (5) Given the product [CH2:1]([O:8][C@H:9]([C@H:10]1[C@H:11]([CH2:12][CH2:13][CH2:14][C@H:15]([NH:26][C:27]([O:29][C:30]([CH3:32])([CH3:31])[CH3:33])=[O:28])[C:16]([O:18][CH2:19][C:20]2[CH:25]=[CH:24][CH:23]=[CH:22][CH:21]=2)=[O:17])[CH2:34][CH2:38][O:37]1)[CH3:42])[C:48]1[CH:53]=[CH:52][CH:51]=[CH:50][CH:49]=1, predict the reactants needed to synthesize it. The reactants are: [CH2:1]([O:8][C@@H:9]([CH3:42])[C@H:10]([O:37][CH2:38]C1CC1)[C@@H:11]([CH2:34]CO)[CH2:12][CH2:13][CH2:14][C@H:15]([NH:26][C:27]([O:29][C:30]([CH3:33])([CH3:32])[CH3:31])=[O:28])[C:16]([O:18][CH2:19][C:20]1[CH:25]=[CH:24][CH:23]=[CH:22][CH:21]=1)=[O:17])C1C=CC=CC=1.C(Br)(Br)(Br)Br.[C:48]1(P([C:48]2[CH:53]=[CH:52][CH:51]=[CH:50][CH:49]=2)[C:48]2[CH:53]=[CH:52][CH:51]=[CH:50][CH:49]=2)[CH:53]=[CH:52][CH:51]=[CH:50][CH:49]=1. (6) Given the product [Cl:37][C:34]1[CH:33]=[CH:32][C:31]([C:28]2[O:29][CH:30]=[C:26]([CH2:25][S:24][C:4]3[N:3]=[C:2]([N:1]([CH3:46])[CH2:41][C:42]([O:44][CH3:45])=[O:43])[C:7]([C:8]#[N:9])=[C:6]([C:10]4[CH:11]=[CH:12][C:13]([O:16][CH2:17][C@@H:18]([OH:21])[CH2:19][OH:20])=[CH:14][CH:15]=4)[C:5]=3[C:22]#[N:23])[N:27]=2)=[CH:36][CH:35]=1, predict the reactants needed to synthesize it. The reactants are: [NH2:1][C:2]1[C:7]([C:8]#[N:9])=[C:6]([C:10]2[CH:15]=[CH:14][C:13]([O:16][CH2:17][C@@H:18]([OH:21])[CH2:19][OH:20])=[CH:12][CH:11]=2)[C:5]([C:22]#[N:23])=[C:4]([S:24][CH2:25][C:26]2[N:27]=[C:28]([C:31]3[CH:36]=[CH:35][C:34]([Cl:37])=[CH:33][CH:32]=3)[O:29][CH:30]=2)[N:3]=1.Cl.N([CH2:41][C:42]([O:44][CH3:45])=[O:43])C.[CH2:46](N(CC)CC)C. (7) Given the product [CH3:11][N:7]1[CH2:8][CH2:9][CH2:10][N:5]2[C:4](=[O:13])[N:3]=[C:2]([O:14][CH2:15][C:16]3[CH:17]=[CH:18][C:19]([O:24][C:25]4[CH:30]=[CH:29][C:28]([C:31]([F:34])([F:32])[F:33])=[CH:27][N:26]=4)=[C:20]([CH:23]=3)[C:21]#[N:22])[CH:12]=[C:6]12, predict the reactants needed to synthesize it. The reactants are: Cl[C:2]1[CH:12]=[C:6]2[N:7]([CH3:11])[CH2:8][CH2:9][CH2:10][N:5]2[C:4](=[O:13])[N:3]=1.[OH:14][CH2:15][C:16]1[CH:17]=[CH:18][C:19]([O:24][C:25]2[CH:30]=[CH:29][C:28]([C:31]([F:34])([F:33])[F:32])=[CH:27][N:26]=2)=[C:20]([CH:23]=1)[C:21]#[N:22].[H-].[Na+]. (8) Given the product [CH2:17]([O:24][C:25]1[CH:30]=[CH:29][C:28]([C:2]2[C:3](=[O:16])[N:4]([CH3:15])[C:5]([NH:8][C:9]3[CH:14]=[CH:13][CH:12]=[CH:11][CH:10]=3)=[N:6][CH:7]=2)=[CH:27][C:26]=1[F:34])[C:18]1[CH:19]=[CH:20][CH:21]=[CH:22][CH:23]=1, predict the reactants needed to synthesize it. The reactants are: Br[C:2]1[C:3](=[O:16])[N:4]([CH3:15])[C:5]([NH:8][C:9]2[CH:14]=[CH:13][CH:12]=[CH:11][CH:10]=2)=[N:6][CH:7]=1.[CH2:17]([O:24][C:25]1[CH:30]=[CH:29][C:28](B(O)O)=[CH:27][C:26]=1[F:34])[C:18]1[CH:23]=[CH:22][CH:21]=[CH:20][CH:19]=1.[Cl-].[Li+]. (9) Given the product [Cl:3][CH2:18][C:17]1[N:13]([C:10]2[CH:9]=[CH:8][C:7]([C:6]([F:21])([F:20])[F:5])=[CH:12][N:11]=2)[N:14]=[N:15][N:16]=1, predict the reactants needed to synthesize it. The reactants are: S(Cl)([Cl:3])=O.[F:5][C:6]([F:21])([F:20])[C:7]1[CH:8]=[CH:9][C:10]([N:13]2[C:17]([CH2:18]O)=[N:16][N:15]=[N:14]2)=[N:11][CH:12]=1. (10) Given the product [CH3:39][O:38][C:31](=[O:3])[C@@H:27]([C:24]1[CH:25]=[CH:26][C:21]([N:20]([CH3:19])[CH3:34])=[CH:22][C:23]=1[O:32][CH3:33])[CH2:28][CH:29]=[O:30], predict the reactants needed to synthesize it. The reactants are: CS(Cl)(=O)=[O:3].C(N(CC)CC)C.[H-].[Al+3].[Li+].[H-].[H-].[H-].[CH3:19][N:20]([CH3:34])[C:21]1[CH:26]=[CH:25][C:24]([C@H:27]([CH3:31])[CH2:28][CH:29]=[O:30])=[C:23]([O:32][CH3:33])[CH:22]=1.C1[CH2:39][O:38]CC1.